From a dataset of Reaction yield outcomes from USPTO patents with 853,638 reactions. Predict the reaction yield, written as a fraction of the theoretical maximum amount of product (1.0 means a 100% yield; for example, 0.34 means a 34% yield). (1) The reactants are C(OC([NH:8][CH:9]([CH2:14][C:15]1[CH:16]=[C:17]2[C:22](=[CH:23][CH:24]=1)[N:21]=[C:20]([C:25]1[C:30]([Cl:31])=[CH:29][CH:28]=[CH:27][C:26]=1[Cl:32])[CH:19]=[CH:18]2)[C:10]([O:12][CH3:13])=[O:11])=O)(C)(C)C.C(O)(C(F)(F)F)=O. The catalyst is C(Cl)Cl. The product is [NH2:8][CH:9]([CH2:14][C:15]1[CH:16]=[C:17]2[C:22](=[CH:23][CH:24]=1)[N:21]=[C:20]([C:25]1[C:30]([Cl:31])=[CH:29][CH:28]=[CH:27][C:26]=1[Cl:32])[CH:19]=[CH:18]2)[C:10]([O:12][CH3:13])=[O:11]. The yield is 0.890. (2) The reactants are [OH:1][CH2:2][C:3]1[S:7][C:6]([C:8]2[NH:12][C:11]([CH:13]([C:21]3[CH:29]=[CH:28][C:24]([C:25]([OH:27])=O)=[CH:23][CH:22]=3)[CH2:14][CH:15]3[CH2:20][CH2:19][O:18][CH2:17][CH2:16]3)=[CH:10][CH:9]=2)=[N:5][CH:4]=1.Cl.C(N=C=NCCCN(C)C)C.ON1C2C=CC=CC=2N=N1.CN1CCOCC1.Cl.[CH3:60][O:61][NH:62][CH3:63]. The yield is 0.420. The product is [OH:1][CH2:2][C:3]1[S:7][C:6]([C:8]2[NH:12][C:11]([CH:13]([C:21]3[CH:22]=[CH:23][C:24]([C:25]([N:62]([O:61][CH3:60])[CH3:63])=[O:27])=[CH:28][CH:29]=3)[CH2:14][CH:15]3[CH2:20][CH2:19][O:18][CH2:17][CH2:16]3)=[CH:10][CH:9]=2)=[N:5][CH:4]=1. The catalyst is CN(C)C=O.C(OCC)(=O)C. (3) The reactants are CC1(C)C2C=CC=C(P(C3C=CC=CC=3)C3C=CC=CC=3)C=2OC2C1=CC=CC=2P(C1C=CC=CC=1)C1C=CC=CC=1.Br[C:44]1[O:48][C:47]([C:49]2[C:54]([F:55])=[CH:53][CH:52]=[CH:51][C:50]=2[F:56])=[N:46][C:45]=1[C:57]#[N:58].[NH2:59][C:60]1[CH:82]=[CH:81][C:63]([C:64]([NH:66][CH2:67][CH:68]2[CH2:73][CH2:72][N:71]([C:74]([O:76][C:77]([CH3:80])([CH3:79])[CH3:78])=[O:75])[CH2:70][CH2:69]2)=[O:65])=[CH:62][CH:61]=1.C(=O)([O-])[O-].[Cs+].[Cs+]. The catalyst is C(O)CCC.O1CCOCC1.CCOC(C)=O.C1C=CC(/C=C/C(/C=C/C2C=CC=CC=2)=O)=CC=1.C1C=CC(/C=C/C(/C=C/C2C=CC=CC=2)=O)=CC=1.C1C=CC(/C=C/C(/C=C/C2C=CC=CC=2)=O)=CC=1.[Pd].[Pd]. The product is [C:57]([C:45]1[N:46]=[C:47]([C:49]2[C:54]([F:55])=[CH:53][CH:52]=[CH:51][C:50]=2[F:56])[O:48][C:44]=1[NH:59][C:60]1[CH:82]=[CH:81][C:63]([C:64]([NH:66][CH2:67][CH:68]2[CH2:69][CH2:70][N:71]([C:74]([O:76][C:77]([CH3:78])([CH3:79])[CH3:80])=[O:75])[CH2:72][CH2:73]2)=[O:65])=[CH:62][CH:61]=1)#[N:58]. The yield is 0.260. (4) The yield is 0.710. The catalyst is CN(C=O)C. The product is [CH3:1][N:2]([CH3:18])[C:3]1[N:4]=[CH:5][C:6]2[N:11]=[C:10]([NH:12][C:13]3[O:31][C@:23]4([CH2:22][N:21]=3)[CH:28]3[CH2:29][CH2:30][N:25]([CH2:26][CH2:27]3)[CH2:24]4)[S:9][C:7]=2[N:8]=1. The reactants are [CH3:1][N:2]([CH3:18])[C:3]1[N:4]=[CH:5][C:6]2[N:11]=[C:10]([N:12]=[C:13](SC)SC)[S:9][C:7]=2[N:8]=1.Cl.Cl.[NH2:21][CH2:22][C@@:23]1([OH:31])[CH:28]2[CH2:29][CH2:30][N:25]([CH2:26][CH2:27]2)[CH2:24]1.C(=O)([O-])[O-].[Cs+].[Cs+].O. (5) The reactants are [CH3:1][O:2][C:3]1[CH:9]=[C:8]([O:10][CH3:11])[C:7]([CH3:12])=[CH:6][C:4]=1[NH2:5].[C:13](Cl)(Cl)=[O:14]. The catalyst is CCOC(C)=O. The product is [N:5]([C:4]1[CH:6]=[C:7]([CH3:12])[C:8]([O:10][CH3:11])=[CH:9][C:3]=1[O:2][CH3:1])=[C:13]=[O:14]. The yield is 1.00. (6) The reactants are C([O:3][C:4](=[O:12])[C:5]([F:11])([F:10])[CH:6]([OH:9])[CH2:7][CH3:8])C.CO.[OH-].[Na+].Cl. The catalyst is O. The product is [F:10][C:5]([F:11])([CH:6]([OH:9])[CH2:7][CH3:8])[C:4]([OH:12])=[O:3]. The yield is 0.980. (7) The reactants are [N+:1]([C:4]1[CH:5]=[C:6]([C:10]([O:12][CH3:13])=[O:11])[S:7][C:8]=1[CH3:9])([O-:3])=[O:2].[CH2:14]([O:21][C:22]1[CH:29]=[C:28]([O:30][CH2:31][C:32]2[CH:37]=[CH:36][CH:35]=[CH:34][CH:33]=2)[CH:27]=[CH:26][C:23]=1[CH:24]=O)[C:15]1[CH:20]=[CH:19][CH:18]=[CH:17][CH:16]=1.N1CCCC1. The catalyst is C(O)C. The product is [CH2:14]([O:21][C:22]1[CH:29]=[C:28]([O:30][CH2:31][C:32]2[CH:37]=[CH:36][CH:35]=[CH:34][CH:33]=2)[CH:27]=[CH:26][C:23]=1/[CH:24]=[CH:9]/[C:8]1[S:7][C:6]([C:10]([O:12][CH3:13])=[O:11])=[CH:5][C:4]=1[N+:1]([O-:3])=[O:2])[C:15]1[CH:16]=[CH:17][CH:18]=[CH:19][CH:20]=1. The yield is 0.820. (8) The catalyst is Cl.CO.CN(C=O)C.O. The reactants are C(OC([N:8]1[CH2:13][CH2:12][N:11]([C:14]([C:16]2[CH:17]=[C:18]([C:25]3[CH:30]=[C:29]([Cl:31])[CH:28]=[CH:27][C:26]=3[Cl:32])[C:19]([Cl:24])=[CH:20][C:21]=2[O:22][CH3:23])=[O:15])[CH:10]([CH2:33][OH:34])[CH2:9]1)=O)(C)(C)C.[C:35]([OH:39])(=O)[CH:36]=[CH2:37].F[P-](F)(F)(F)(F)F.N1(O[P+](N(C)C)(N(C)C)N(C)C)C2C=CC=CC=2N=N1.CCN(C(C)C)C(C)C. The product is [OH:34][CH2:33][CH:10]1[N:11]([C:14]([C:16]2[CH:17]=[C:18]([C:25]3[CH:30]=[C:29]([Cl:31])[CH:28]=[CH:27][C:26]=3[Cl:32])[C:19]([Cl:24])=[CH:20][C:21]=2[O:22][CH3:23])=[O:15])[CH2:12][CH2:13][N:8]([C:35](=[O:39])[CH:36]=[CH2:37])[CH2:9]1. The yield is 0.240. (9) The reactants are [CH2:1]([CH:3]([CH2:7][C:8]1[CH:13]=[CH:12][C:11]([O:14][CH3:15])=[C:10]([CH2:16][C:17](=[O:29])[NH:18][C:19]2[CH:24]=[CH:23][C:22]([C:25]([F:28])([F:27])[F:26])=[CH:21][CH:20]=2)[CH:9]=1)[C:4](O)=[O:5])[CH3:2].C(N(CC)CC)C.C(Cl)(=O)C(C)(C)C.CC(C)([O-])C.[K+].[CH2:50]([C@H:57]1[CH2:61][O:60][C:59](=[O:62])[NH:58]1)[C:51]1[CH:56]=[CH:55][CH:54]=[CH:53][CH:52]=1. The catalyst is O1CCCC1. The product is [CH2:1]([CH:3]([CH2:7][C:8]1[CH:13]=[CH:12][C:11]([O:14][CH3:15])=[C:10]([CH2:16][C:17](=[O:29])[NH:18][C:19]2[CH:20]=[CH:21][C:22]([C:25]([F:27])([F:26])[F:28])=[CH:23][CH:24]=2)[CH:9]=1)[C:4]([N:58]1[C@@H:57]([CH2:50][C:51]2[CH:52]=[CH:53][CH:54]=[CH:55][CH:56]=2)[CH2:61][O:60][C:59]1=[O:62])=[O:5])[CH3:2]. The yield is 0.130. (10) The reactants are F[C:2]1[CH:12]=[CH:11][C:5]([C:6]([O:8][CH2:9][CH3:10])=[O:7])=[CH:4][CH:3]=1.[CH3:13][C:14]1([CH3:20])[CH2:19][NH:18][CH2:17][CH2:16][NH:15]1.C(N(C(C)C)C(C)C)C. The catalyst is CC(N(C)C)=O. The product is [CH3:13][C:14]1([CH3:20])[NH:15][CH2:16][CH2:17][N:18]([C:2]2[CH:12]=[CH:11][C:5]([C:6]([O:8][CH2:9][CH3:10])=[O:7])=[CH:4][CH:3]=2)[CH2:19]1. The yield is 0.553.